This data is from Reaction yield outcomes from USPTO patents with 853,638 reactions. The task is: Predict the reaction yield, written as a fraction of the theoretical maximum amount of product (1.0 means a 100% yield; for example, 0.34 means a 34% yield). (1) The reactants are [Br:1]N1C(=O)CCC1=O.[C:9]1([C:15]2[S:19][CH:18]=[C:17]([C:20]([O:22][CH3:23])=[O:21])[CH:16]=2)[CH:14]=[CH:13][CH:12]=[CH:11][CH:10]=1. The catalyst is CN(C)C=O.O1CCCC1.O. The product is [Br:1][C:18]1[S:19][C:15]([C:9]2[CH:10]=[CH:11][CH:12]=[CH:13][CH:14]=2)=[CH:16][C:17]=1[C:20]([O:22][CH3:23])=[O:21]. The yield is 0.650. (2) The reactants are [C:1]1([CH2:7][O:8][C:9]([C:11]2([NH2:17])[CH2:16][CH2:15][CH2:14][CH2:13][CH2:12]2)=[O:10])[CH:6]=[CH:5][CH:4]=[CH:3][CH:2]=1.[C:18](OC(OC(C)(C)C)=O)(OC(C)(C)C)=[O:19].C(N(CC)CC)C.[C:40]([N:48]1[CH2:53][CH2:52][NH:51][CH2:50][CH2:49]1)(=[O:47])[C:41]1[CH:46]=[CH:45][CH:44]=[CH:43][CH:42]=1. The catalyst is C(Cl)Cl. The product is [C:1]1([CH2:7][O:8][C:9]([C:11]2([NH:17][C:18]([N:51]3[CH2:52][CH2:53][N:48]([C:40](=[O:47])[C:41]4[CH:46]=[CH:45][CH:44]=[CH:43][CH:42]=4)[CH2:49][CH2:50]3)=[O:19])[CH2:12][CH2:13][CH2:14][CH2:15][CH2:16]2)=[O:10])[CH:2]=[CH:3][CH:4]=[CH:5][CH:6]=1. The yield is 0.860. (3) The yield is 0.730. The product is [F:15][C:12]1[CH:13]=[CH:14][C:5]2[O:4][C:3]3[CH:16]=[CH:17][CH:18]=[CH:19][C:2]=3[NH:1][C:7](=[O:8])[C:6]=2[CH:11]=1. The catalyst is C(Cl)Cl. The reactants are [NH2:1][C:2]1[CH:19]=[CH:18][CH:17]=[CH:16][C:3]=1[O:4][C:5]1[CH:14]=[CH:13][C:12]([F:15])=[CH:11][C:6]=1[C:7](OC)=[O:8].C[Al](C)C.C1(C)C=CC=CC=1.O. (4) The reactants are [CH2:1]([N:8]1[CH2:12][CH2:11][C:10]([C:14]2[CH:19]=[CH:18][CH:17]=[CH:16][C:15]=2[S:20]([NH:23]C(C)(C)C)(=[O:22])=[O:21])(O)[CH2:9]1)[C:2]1[CH:7]=[CH:6][CH:5]=[CH:4][CH:3]=1.C(#N)C.[I-].[Na+].Cl[Si](C)(C)C. No catalyst specified. The product is [CH2:1]([N:8]1[CH2:12][CH2:11][C:10]2([C:14]3[CH:19]=[CH:18][CH:17]=[CH:16][C:15]=3[S:20](=[O:22])(=[O:21])[NH:23]2)[CH2:9]1)[C:2]1[CH:7]=[CH:6][CH:5]=[CH:4][CH:3]=1. The yield is 0.600. (5) The reactants are Br[C:2]1[CH:7]=[CH:6][C:5]([CH3:8])=[CH:4][N:3]=1.[CH3:9][Si:10]([C:13]#[CH:14])([CH3:12])[CH3:11]. The catalyst is CCN(CC)CC.[Cu]I.Cl[Pd](Cl)([P](C1C=CC=CC=1)(C1C=CC=CC=1)C1C=CC=CC=1)[P](C1C=CC=CC=1)(C1C=CC=CC=1)C1C=CC=CC=1. The product is [CH3:8][C:5]1[CH:6]=[CH:7][C:2]([C:14]#[C:13][Si:10]([CH3:12])([CH3:11])[CH3:9])=[N:3][CH:4]=1. The yield is 0.810. (6) The reactants are FC(F)(F)C(O)=O.C(OC(=O)[NH:14][C@H:15]([CH2:33][C:34]1[CH:39]=[CH:38][C:37]([O:40][CH3:41])=[CH:36][CH:35]=1)[C:16]([N:18]1[CH2:21][C:20]([CH:27]2[CH2:32][CH2:31][CH2:30][CH2:29][CH2:28]2)([CH2:22][CH2:23][CH2:24][CH2:25][CH3:26])[CH2:19]1)=[O:17])(C)(C)C. The catalyst is ClCCl. The product is [NH2:14][C@H:15]([CH2:33][C:34]1[CH:35]=[CH:36][C:37]([O:40][CH3:41])=[CH:38][CH:39]=1)[C:16]([N:18]1[CH2:21][C:20]([CH:27]2[CH2:32][CH2:31][CH2:30][CH2:29][CH2:28]2)([CH2:22][CH2:23][CH2:24][CH2:25][CH3:26])[CH2:19]1)=[O:17]. The yield is 0.860. (7) The reactants are [O:1]([C:8]1[CH:13]=[CH:12][CH:11]=[CH:10][C:9]=1B(O)O)[C:2]1[CH:7]=[CH:6][CH:5]=[CH:4][CH:3]=1.[Cl:17][C:18]1[CH:23]=[C:22](Cl)[N:21]=[C:20]([NH2:25])[N:19]=1. No catalyst specified. The product is [Cl:17][C:18]1[CH:23]=[C:22]([C:9]2[CH:10]=[CH:11][CH:12]=[CH:13][C:8]=2[O:1][C:2]2[CH:3]=[CH:4][CH:5]=[CH:6][CH:7]=2)[N:21]=[C:20]([NH2:25])[N:19]=1. The yield is 0.260. (8) The reactants are [OH-].[Li+].[C:3]12([NH:13][C:14]([C:16]3[CH:17]=[CH:18][C:19]([N:26]4[CH2:31][CH2:30][CH2:29][C@@H:28]([CH2:32][C:33]([O:35]C)=[O:34])[CH2:27]4)=[N:20][C:21]=3[S:22][CH2:23][CH2:24][CH3:25])=[O:15])[CH2:12][CH:7]3[CH2:8][CH:9]([CH2:11][CH:5]([CH2:6]3)[CH2:4]1)[CH2:10]2.Cl. The catalyst is O.CO.C1COCC1.CCOC(C)=O. The product is [C:3]12([NH:13][C:14]([C:16]3[CH:17]=[CH:18][C:19]([N:26]4[CH2:31][CH2:30][CH2:29][C@@H:28]([CH2:32][C:33]([OH:35])=[O:34])[CH2:27]4)=[N:20][C:21]=3[S:22][CH2:23][CH2:24][CH3:25])=[O:15])[CH2:12][CH:7]3[CH2:6][CH:5]([CH2:11][CH:9]([CH2:8]3)[CH2:10]1)[CH2:4]2. The yield is 0.910. (9) The reactants are COC1OCC([CH2:9][O:10][C:11]2[CH:16]=[CH:15][N:14]=[C:13]([CH2:17][S:18]([C:20]3[NH:24][C:23]4[CH:25]=[CH:26][CH:27]=[CH:28][C:22]=4[N:21]=3)=[O:19])[C:12]=2[CH3:29])CO1.[Na:30].COC1OCC(COC2C=CN=C(CS(C3NC4C=CC=CC=4N=3)=O)C=2C)CO1.[CH3:60][C:61]1([CH3:70])[O:66][CH2:65][CH:64]([CH2:67]CO)[CH2:63][O:62]1. No catalyst specified. The product is [Na:30].[CH3:60][C:61]1([CH3:70])[O:66][CH2:65][CH:64]([CH2:67][CH2:9][O:10][C:11]2[CH:16]=[CH:15][N:14]=[C:13]([CH2:17][S:18]([C:20]3[NH:24][C:23]4[CH:25]=[CH:26][CH:27]=[CH:28][C:22]=4[N:21]=3)=[O:19])[C:12]=2[CH3:29])[CH2:63][O:62]1. The yield is 0.0200.